Dataset: Catalyst prediction with 721,799 reactions and 888 catalyst types from USPTO. Task: Predict which catalyst facilitates the given reaction. (1) Reactant: [CH3:1][S:2]([C:4]1[CH:19]=[CH:18][C:7]([O:8][C:9]2[CH:10]=[CH:11][C:12]([N+:15]([O-])=O)=[N:13][CH:14]=2)=[CH:6][CH:5]=1)=[O:3]. Product: [CH3:1][S:2]([C:4]1[CH:19]=[CH:18][C:7]([O:8][C:9]2[CH:10]=[CH:11][C:12]([NH2:15])=[N:13][CH:14]=2)=[CH:6][CH:5]=1)=[O:3]. The catalyst class is: 579. (2) Reactant: [CH3:1][C:2]1([CH3:12])[C:7](=[O:8])[CH2:6][C:5](=[O:9])[C:4]([CH3:11])([CH3:10])[O:3]1.C(Cl)(Cl)Cl.C([O-])(=O)C.C([O-])(=O)C.C([O-])(=O)C.[Cl:29][C:30]1[CH:31]=[CH:32][C:33]([CH3:37])=[C:34]([Pb+3])[CH:35]=1. The catalyst class is: 13. Product: [Cl:29][C:30]1[CH:35]=[CH:34][C:33]([CH3:37])=[C:32]([CH:6]2[C:7](=[O:8])[C:2]([CH3:12])([CH3:1])[O:3][C:4]([CH3:11])([CH3:10])[C:5]2=[O:9])[CH:31]=1. (3) Reactant: Br[CH:2]([C:8]1[S:9][CH:10]=[C:11]([C:13]2[CH:18]=[CH:17][C:16]([Cl:19])=[CH:15][CH:14]=2)[N:12]=1)[C:3]([O:5][CH2:6][CH3:7])=[O:4].C([O-])([O-])=O.[K+].[K+].[F:26][C:27]1[C:35]([OH:36])=[CH:34][CH:33]=[C:32]([F:37])[C:28]=1[C:29]([NH2:31])=[O:30]. Product: [C:29]([C:28]1[C:27]([F:26])=[C:35]([CH:34]=[CH:33][C:32]=1[F:37])[O:36][CH:2]([C:8]1[S:9][CH:10]=[C:11]([C:13]2[CH:18]=[CH:17][C:16]([Cl:19])=[CH:15][CH:14]=2)[N:12]=1)[C:3]([O:5][CH2:6][CH3:7])=[O:4])(=[O:30])[NH2:31]. The catalyst class is: 3. (4) Reactant: [ClH:1].[CH3:2][O:3][C:4]1[CH:5]=[CH:6][CH:7]=[C:8]2[C:13]=1[CH:12]=[N+:11]([O-])[CH:10]=[CH:9]2. Product: [Cl:1][C:12]1[C:13]2[C:8](=[CH:7][CH:6]=[CH:5][C:4]=2[O:3][CH3:2])[CH:9]=[CH:10][N:11]=1. The catalyst class is: 265. (5) Reactant: [OH:1][C:2]1[CH:3]=[C:4]([CH:9]=[CH:10][C:11]=1[OH:12])[C:5]([O:7][CH3:8])=[O:6].S(Cl)([Cl:16])(=O)=O. Product: [Cl:16][C:10]1[CH:9]=[C:4]([CH:3]=[C:2]([OH:1])[C:11]=1[OH:12])[C:5]([O:7][CH3:8])=[O:6]. The catalyst class is: 27.